Dataset: TCR-epitope binding with 47,182 pairs between 192 epitopes and 23,139 TCRs. Task: Binary Classification. Given a T-cell receptor sequence (or CDR3 region) and an epitope sequence, predict whether binding occurs between them. (1) The epitope is ISPRTLNAW. The TCR CDR3 sequence is CASSGSGTGYGYTF. Result: 0 (the TCR does not bind to the epitope). (2) The epitope is NLVPMVATV. The TCR CDR3 sequence is CASSLVVTGLEQFF. Result: 0 (the TCR does not bind to the epitope). (3) The epitope is KLSYGIATV. The TCR CDR3 sequence is CASSYGGRNNQPQHF. Result: 1 (the TCR binds to the epitope). (4) The epitope is QECVRGTTVL. The TCR CDR3 sequence is CASSLEAGVSYEQYF. Result: 0 (the TCR does not bind to the epitope). (5) The TCR CDR3 sequence is CASTPILSGVNEQYF. Result: 1 (the TCR binds to the epitope). The epitope is DPFRLLQNSQVFS.